Dataset: Catalyst prediction with 721,799 reactions and 888 catalyst types from USPTO. Task: Predict which catalyst facilitates the given reaction. (1) Reactant: CC1(C)[O:6][CH:5]([CH2:7][C:8]2[CH:9]=[C:10]([CH:16]3[CH2:21][CH2:20][N:19]([CH3:22])[CH2:18][CH2:17]3)[CH:11]=[CH:12][C:13]=2[O:14][CH3:15])[CH2:4][O:3]1.[ClH:24].C(OCC)(=O)C. Product: [ClH:24].[CH3:15][O:14][C:13]1[CH:12]=[CH:11][C:10]([CH:16]2[CH2:21][CH2:20][N:19]([CH3:22])[CH2:18][CH2:17]2)=[CH:9][C:8]=1[CH2:7][CH:5]([OH:6])[CH2:4][OH:3]. The catalyst class is: 5. (2) Reactant: [O:1]1[CH2:7][CH2:6][CH2:5][C:4](=O)[CH2:3][CH2:2]1.[CH3:9][C:10]1[CH:15]=[CH:14][C:13]([S:16]([NH:19][NH2:20])(=[O:18])=[O:17])=[CH:12][CH:11]=1. Product: [CH3:9][C:10]1[CH:15]=[CH:14][C:13]([S:16]([NH:19][N:20]=[C:4]2[CH2:5][CH2:6][CH2:7][O:1][CH2:2][CH2:3]2)(=[O:18])=[O:17])=[CH:12][CH:11]=1. The catalyst class is: 5. (3) Reactant: [CH2:1]([N:4]1[CH2:9][CH2:8][N:7](C(OC(C)(C)C)=O)[CH2:6][C:5]1=[O:17])[CH:2]=[CH2:3].Cl. Product: [CH2:1]([N:4]1[CH2:9][CH2:8][NH:7][CH2:6][C:5]1=[O:17])[CH:2]=[CH2:3]. The catalyst class is: 25. (4) Reactant: [F:1][CH:2]([F:24])[O:3][C:4]1[CH:9]=[CH:8][C:7]([C:10]2[CH:11]=[N:12][C:13]([NH:16][C:17]3[CH:18]=[C:19]([OH:23])[CH:20]=[CH:21][CH:22]=3)=[N:14][CH:15]=2)=[CH:6][CH:5]=1.Br[CH2:26][CH2:27][OH:28].C(=O)([O-])[O-].[Cs+].[Cs+]. Product: [F:24][CH:2]([F:1])[O:3][C:4]1[CH:9]=[CH:8][C:7]([C:10]2[CH:15]=[N:14][C:13]([NH:16][C:17]3[CH:18]=[C:19]([CH:20]=[CH:21][CH:22]=3)[O:23][CH2:26][CH2:27][OH:28])=[N:12][CH:11]=2)=[CH:6][CH:5]=1. The catalyst class is: 10.